From a dataset of Forward reaction prediction with 1.9M reactions from USPTO patents (1976-2016). Predict the product of the given reaction. (1) Given the reactants [O:1]1[C:5]2([CH2:10][CH2:9][CH:8]([C:11]3[CH:12]=[C:13]4[CH:19]=[CH:18][NH:17][C:14]4=[N:15][CH:16]=3)[CH2:7][CH2:6]2)[O:4][CH2:3][CH2:2]1.[OH-].[K+].[I:22]I, predict the reaction product. The product is: [I:22][C:19]1[C:13]2[C:14](=[N:15][CH:16]=[C:11]([CH:8]3[CH2:7][CH2:6][C:5]4([O:4][CH2:3][CH2:2][O:1]4)[CH2:10][CH2:9]3)[CH:12]=2)[NH:17][CH:18]=1. (2) Given the reactants [Br:1][C:2]1[CH:3]=[C:4]([CH:11]([OH:13])[CH3:12])[CH:5]=[C:6]([N+:8]([O-:10])=[O:9])[CH:7]=1, predict the reaction product. The product is: [Br:1][C:2]1[CH:3]=[C:4]([C:11](=[O:13])[CH3:12])[CH:5]=[C:6]([N+:8]([O-:10])=[O:9])[CH:7]=1.